Dataset: Full USPTO retrosynthesis dataset with 1.9M reactions from patents (1976-2016). Task: Predict the reactants needed to synthesize the given product. (1) Given the product [Si:29]([O:19][C@@H:12]1[CH:11]=[C:10]([C:9]2[CH:8]=[CH:7][N:6]=[CH:5][C:4]=2[N+:1]([O-:3])=[O:2])[O:15][C@H:14]([CH:16]=[CH2:17])[C@H:13]1[OH:18])([C:26]([CH3:28])([CH3:27])[CH3:25])([CH3:31])[CH3:30], predict the reactants needed to synthesize it. The reactants are: [N+:1]([C:4]1[CH:5]=[N:6][CH:7]=[CH:8][C:9]=1[C:10]1[O:15][C@H:14]([CH:16]=[CH2:17])[C@@H:13]([OH:18])[C@H:12]([OH:19])[CH:11]=1)([O-:3])=[O:2].N1C=CN=C1.[CH3:25][C:26]([Si:29](Cl)([CH3:31])[CH3:30])([CH3:28])[CH3:27]. (2) The reactants are: O=[C:2]([CH3:15])[CH2:3][C:4]1[O:9][C:8](=[O:10])[C:7]2[CH:11]=[CH:12][CH:13]=[CH:14][C:6]=2[N:5]=1.[NH:16]([CH2:18][C:19]1[CH:20]=[N:21][CH:22]=[CH:23][CH:24]=1)[NH2:17].ClCC1C=NC=CC=1. Given the product [CH3:15][C:2]1[CH:3]=[C:4]([NH:5][C:6]2[CH:14]=[CH:13][CH:12]=[CH:11][C:7]=2[C:8]([OH:9])=[O:10])[N:16]([CH2:18][C:19]2[CH:20]=[N:21][CH:22]=[CH:23][CH:24]=2)[N:17]=1, predict the reactants needed to synthesize it. (3) Given the product [CH:21]([C:20]1[O:24][C:3](=[O:4])[C:5]2=[CH:9][CH:8]=[CH:7][N:6]2[CH:19]=1)([CH3:23])[CH3:22], predict the reactants needed to synthesize it. The reactants are: ClC(Cl)(Cl)[C:3]([C:5]1[NH:6][CH:7]=[CH:8][CH:9]=1)=[O:4].C([O-])([O-])=O.[K+].[K+].Br[CH2:19][C:20](=[O:24])[CH:21]([CH3:23])[CH3:22]. (4) Given the product [F:17][C:18]1[CH:23]=[C:22]([O:24][CH3:25])[C:21]([F:26])=[CH:20][C:19]=1[C:2]1[C:3](=[O:16])[N:4]([CH3:15])[C:5]([NH:8][C:9]2[CH:14]=[CH:13][CH:12]=[CH:11][CH:10]=2)=[N:6][CH:7]=1, predict the reactants needed to synthesize it. The reactants are: Br[C:2]1[C:3](=[O:16])[N:4]([CH3:15])[C:5]([NH:8][C:9]2[CH:14]=[CH:13][CH:12]=[CH:11][CH:10]=2)=[N:6][CH:7]=1.[F:17][C:18]1[CH:23]=[C:22]([O:24][CH3:25])[C:21]([F:26])=[CH:20][C:19]=1B(O)O.[Cl-].[Li+].